From a dataset of Buchwald-Hartwig C-N cross coupling reaction yields with 55,370 reactions. Predict the reaction yield, written as a fraction of the theoretical maximum amount of product (1.0 means a 100% yield; for example, 0.34 means a 34% yield). (1) The reactants are CCc1ccc(Br)cc1.Cc1ccc(N)cc1.O=S(=O)(O[Pd]1c2ccccc2-c2ccccc2N~1)C(F)(F)F.COc1ccc(OC)c(P([C@]23C[C@H]4C[C@H](C[C@H](C4)C2)C3)[C@]23C[C@H]4C[C@H](C[C@H](C4)C2)C3)c1-c1c(C(C)C)cc(C(C)C)cc1C(C)C.CN(C)C(=NC(C)(C)C)N(C)C.Cc1cc(-n2cccc2)no1. No catalyst specified. The product is CCc1ccc(Nc2ccc(C)cc2)cc1. The yield is 0.576. (2) The reactants are FC(F)(F)c1ccc(Br)cc1.Cc1ccc(N)cc1.O=S(=O)(O[Pd]1c2ccccc2-c2ccccc2N~1)C(F)(F)F.CC(C)c1cc(C(C)C)c(-c2ccccc2P(C2CCCCC2)C2CCCCC2)c(C(C)C)c1.CN(C)C(=NC(C)(C)C)N(C)C.c1ccc(-c2cnoc2)cc1. No catalyst specified. The product is Cc1ccc(Nc2ccc(C(F)(F)F)cc2)cc1. The yield is 0.249. (3) The reactants are FC(F)(F)c1ccc(I)cc1.Cc1ccc(N)cc1.O=S(=O)(O[Pd]1c2ccccc2-c2ccccc2N~1)C(F)(F)F.COc1ccc(OC)c(P(C(C)(C)C)C(C)(C)C)c1-c1c(C(C)C)cc(C(C)C)cc1C(C)C.CN(C)C(=NC(C)(C)C)N(C)C.c1ccc(-c2cnoc2)cc1. No catalyst specified. The product is Cc1ccc(Nc2ccc(C(F)(F)F)cc2)cc1. The yield is 0.443. (4) The yield is 0.0985. The reactants are CCc1ccc(Cl)cc1.Cc1ccc(N)cc1.O=S(=O)(O[Pd]1c2ccccc2-c2ccccc2N~1)C(F)(F)F.CC(C)c1cc(C(C)C)c(-c2ccccc2P(C(C)(C)C)C(C)(C)C)c(C(C)C)c1.CCN=P(N=P(N(C)C)(N(C)C)N(C)C)(N(C)C)N(C)C.Cc1cc(-c2ccccc2)on1. No catalyst specified. The product is CCc1ccc(Nc2ccc(C)cc2)cc1. (5) The reactants are Brc1ccccn1.Cc1ccc(N)cc1.O=S(=O)(O[Pd]1c2ccccc2-c2ccccc2N~1)C(F)(F)F.COc1ccc(OC)c(P(C(C)(C)C)C(C)(C)C)c1-c1c(C(C)C)cc(C(C)C)cc1C(C)C.CN1CCCN2CCCN=C12.CCOC(=O)c1cc(OC)no1. No catalyst specified. The product is Cc1ccc(Nc2ccccn2)cc1. The yield is 0.808.